This data is from Catalyst prediction with 721,799 reactions and 888 catalyst types from USPTO. The task is: Predict which catalyst facilitates the given reaction. Reactant: [CH:1]1([CH:7]([NH:18][C:19]2[CH:24]=[CH:23][C:22]([C:25]([NH:27][CH2:28][CH2:29][C:30]([O:32]CC)=[O:31])=[O:26])=[CH:21][CH:20]=2)[C:8]2[S:16][C:11]3=[N:12][CH:13]=[CH:14][CH:15]=[C:10]3[C:9]=2[CH3:17])[CH2:6][CH2:5][CH2:4][CH2:3][CH2:2]1.O1CCCC1.[OH-].[Na+]. Product: [CH:1]1([CH:7]([NH:18][C:19]2[CH:20]=[CH:21][C:22]([C:25]([NH:27][CH2:28][CH2:29][C:30]([OH:32])=[O:31])=[O:26])=[CH:23][CH:24]=2)[C:8]2[S:16][C:11]3=[N:12][CH:13]=[CH:14][CH:15]=[C:10]3[C:9]=2[CH3:17])[CH2:6][CH2:5][CH2:4][CH2:3][CH2:2]1. The catalyst class is: 8.